Task: Predict the reaction yield, written as a fraction of the theoretical maximum amount of product (1.0 means a 100% yield; for example, 0.34 means a 34% yield).. Dataset: Reaction yield outcomes from USPTO patents with 853,638 reactions (1) The reactants are C(O[C:6]([N:8]1[CH2:13][CH2:12][N:11]([CH2:14][CH2:15][CH2:16][N:17]2[C:25]3[C:20](=[CH:21][C:22]([C:26]4[NH:27][C:28]([CH3:41])=[C:29]([C:31]5[CH:36]=[CH:35][CH:34]=[C:33]([C:37]([F:40])([F:39])[F:38])[CH:32]=5)[N:30]=4)=[CH:23][CH:24]=3)[CH:19]=[CH:18]2)[CH2:10][CH2:9]1)=O)(C)(C)C.Cl.C=O.[BH-](OC(C)=O)(OC(C)=O)OC(C)=O.[Na+]. The catalyst is C(O)=O.ClC(Cl)C.C(O)(=O)C. The product is [CH3:6][N:8]1[CH2:9][CH2:10][N:11]([CH2:14][CH2:15][CH2:16][N:17]2[C:25]3[C:20](=[CH:21][C:22]([C:26]4[NH:27][C:28]([CH3:41])=[C:29]([C:31]5[CH:36]=[CH:35][CH:34]=[C:33]([C:37]([F:39])([F:40])[F:38])[CH:32]=5)[N:30]=4)=[CH:23][CH:24]=3)[CH:19]=[CH:18]2)[CH2:12][CH2:13]1. The yield is 0.420. (2) The catalyst is C(Cl)(Cl)(Cl)Cl. The product is [CH2:36]=[C:37]1[CH2:45][C:11]2([CH2:12][CH2:13][N:8]([C:1]([O:3][C:4]([CH3:7])([CH3:6])[CH3:5])=[O:2])[CH2:9][CH2:10]2)[O:40][CH2:39][CH2:38]1. The reactants are [C:1]([N:8]1[CH2:13][CH2:12][CH2:11][CH2:10][C:9]1=O)([O:3][C:4]([CH3:7])([CH3:6])[CH3:5])=[O:2].C(O[Si](C)(C)C)C.FC(S(O[Si](C)(C)C)(=O)=O)(F)F.C[Si](C)(C)[CH2:36][C:37](=[CH2:45])[CH2:38][CH2:39][O:40][Si](C)(C)C. The yield is 10.0.